Dataset: Full USPTO retrosynthesis dataset with 1.9M reactions from patents (1976-2016). Task: Predict the reactants needed to synthesize the given product. The reactants are: [Li]CCCC.[CH3:6][C:7]([O-:10])([CH3:9])[CH3:8].[K+].C(NC(C)C)(C)C.CC(OC([N:26]([CH:34]([C:36]1[CH:41]=[CH:40][C:39]([C:42]2[CH:47]=[CH:46][CH:45]=[CH:44][CH:43]=2)=[CH:38][CH:37]=1)[CH3:35])[C:27]([O:29][C:30]([CH3:33])([CH3:32])[CH3:31])=[O:28])=O)(C)C.C1C[O:51][CH2:50]C1. Given the product [C:39]1([C:42]2[CH:47]=[CH:46][CH:45]=[CH:44][CH:43]=2)[CH:40]=[CH:41][C:36]([C@@:34]([C:50]([O:10][C:7]([CH3:9])([CH3:8])[CH3:6])=[O:51])([CH3:35])[NH:26][C:27]([O:29][C:30]([CH3:32])([CH3:31])[CH3:33])=[O:28])=[CH:37][CH:38]=1, predict the reactants needed to synthesize it.